From a dataset of NCI-60 drug combinations with 297,098 pairs across 59 cell lines. Regression. Given two drug SMILES strings and cell line genomic features, predict the synergy score measuring deviation from expected non-interaction effect. Drug 1: CC12CCC3C(C1CCC2=O)CC(=C)C4=CC(=O)C=CC34C. Drug 2: CCC1(C2=C(COC1=O)C(=O)N3CC4=CC5=C(C=CC(=C5CN(C)C)O)N=C4C3=C2)O.Cl. Cell line: NCIH23. Synergy scores: CSS=54.8, Synergy_ZIP=-4.29, Synergy_Bliss=-0.0722, Synergy_Loewe=-1.34, Synergy_HSA=2.03.